Dataset: Reaction yield outcomes from USPTO patents with 853,638 reactions. Task: Predict the reaction yield, written as a fraction of the theoretical maximum amount of product (1.0 means a 100% yield; for example, 0.34 means a 34% yield). The reactants are CCN(C(C)C)C(C)C.OC(C(F)(F)F)=O.[O:17]=[C:18]([N:35]1[CH2:40][CH2:39][NH:38][CH2:37][CH2:36]1)[CH2:19][NH:20][C:21]([C:23]1[CH:28]=[CH:27][C:26]([C:29]2[CH:34]=[CH:33][CH:32]=[CH:31][CH:30]=2)=[CH:25][CH:24]=1)=[O:22].C1C=CC2N(O)N=NC=2C=1.CCN=C=NCCCN(C)C.Cl.[Br:63][C:64]1[CH:72]=[CH:71][CH:70]=[CH:69][C:65]=1[C:66](O)=[O:67]. The catalyst is CN(C=O)C.O. The product is [Br:63][C:64]1[CH:72]=[CH:71][CH:70]=[CH:69][C:65]=1[C:66]([N:38]1[CH2:39][CH2:40][N:35]([C:18](=[O:17])[CH2:19][NH:20][C:21]([C:23]2[CH:24]=[CH:25][C:26]([C:29]3[CH:34]=[CH:33][CH:32]=[CH:31][CH:30]=3)=[CH:27][CH:28]=2)=[O:22])[CH2:36][CH2:37]1)=[O:67]. The yield is 0.560.